This data is from Peptide-MHC class II binding affinity with 134,281 pairs from IEDB. The task is: Regression. Given a peptide amino acid sequence and an MHC pseudo amino acid sequence, predict their binding affinity value. This is MHC class II binding data. The peptide sequence is ASLFLHLVGIPTHRH. The MHC is DRB4_0101 with pseudo-sequence DRB4_0103. The binding affinity (normalized) is 0.549.